This data is from Catalyst prediction with 721,799 reactions and 888 catalyst types from USPTO. The task is: Predict which catalyst facilitates the given reaction. (1) Reactant: [C:1]([C:4]1[CH:25]=[CH:24][C:7]2[NH:8][C:9](=[C:11]([C:14]3[N:19]=[C:18]([C:20]([F:23])([F:22])[F:21])[CH:17]=[CH:16][N:15]=3)[C:12]#[N:13])[S:10][C:6]=2[CH:5]=1)([OH:3])=[O:2].[OH2:26]. Product: [C:1]([C:4]1[CH:25]=[CH:24][C:7]2[NH:8][C:9](=[C:11]([C:14]3[N:19]=[C:18]([C:20]([F:23])([F:21])[F:22])[CH:17]=[CH:16][N:15]=3)[C:12]([NH2:13])=[O:26])[S:10][C:6]=2[CH:5]=1)([OH:3])=[O:2]. The catalyst class is: 65. (2) Reactant: [OH-].[Na+].C1COCC1.[F:8][C:9]1[CH:14]=[CH:13][C:12]([C:15]2[CH:20]=[CH:19][C:18]([NH:21][CH2:22][C:23]3[CH:28]=[CH:27][C:26]([C:29]([CH3:31])=[CH2:30])=[CH:25][C:24]=3[C:32]3[CH:33]=[CH:34][C:35]([C:38]([NH:40][CH2:41][CH2:42][C:43]([O:45]CC)=[O:44])=[O:39])=[N:36][CH:37]=3)=[CH:17][CH:16]=2)=[CH:11][CH:10]=1.Cl. Product: [F:8][C:9]1[CH:14]=[CH:13][C:12]([C:15]2[CH:20]=[CH:19][C:18]([NH:21][CH2:22][C:23]3[CH:28]=[CH:27][C:26]([C:29]([CH3:31])=[CH2:30])=[CH:25][C:24]=3[C:32]3[CH:33]=[CH:34][C:35]([C:38]([NH:40][CH2:41][CH2:42][C:43]([OH:45])=[O:44])=[O:39])=[N:36][CH:37]=3)=[CH:17][CH:16]=2)=[CH:11][CH:10]=1. The catalyst class is: 5. (3) Reactant: [NH2:1][C:2]([NH:4][C@H:5]([C:9]([N:11]1[CH2:19][C@H:18]([O:20][C:21]2[C:30]3[C:25](=[CH:26][CH:27]=[C:28]([CH:31]=[CH2:32])[CH:29]=3)[CH:24]=[CH:23][N:22]=2)[CH2:17][C@H:12]1[C:13]([O:15][CH3:16])=[O:14])=[O:10])[CH:6]([CH3:8])[CH3:7])=[S:3].Br[CH2:34][C:35](=O)[CH2:36][CH2:37][CH:38]=[CH2:39]. Product: [CH2:36]([C:35]1[N:1]=[C:2]([NH:4][C@H:5]([C:9]([N:11]2[CH2:19][C@H:18]([O:20][C:21]3[C:30]4[C:25](=[CH:26][CH:27]=[C:28]([CH:31]=[CH2:32])[CH:29]=4)[CH:24]=[CH:23][N:22]=3)[CH2:17][C@H:12]2[C:13]([O:15][CH3:16])=[O:14])=[O:10])[CH:6]([CH3:8])[CH3:7])[S:3][CH:34]=1)[CH2:37][CH:38]=[CH2:39]. The catalyst class is: 12. (4) Reactant: [CH3:1][S:2]([N:5]1[CH2:14][CH2:13][C:12]2[C:7](=[CH:8][CH:9]=[C:10]([OH:15])[CH:11]=2)[CH2:6]1)(=[O:4])=[O:3].CS(O[CH2:21][CH2:22][CH2:23][CH:24]1[CH2:29][CH2:28][N:27]([C:30]([O:32][C:33]([CH3:36])([CH3:35])[CH3:34])=[O:31])[CH2:26][CH2:25]1)(=O)=O.C([O-])([O-])=O.[Cs+].[Cs+]. Product: [CH3:1][S:2]([N:5]1[CH2:14][CH2:13][C:12]2[C:7](=[CH:8][CH:9]=[C:10]([O:15][CH2:21][CH2:22][CH2:23][CH:24]3[CH2:29][CH2:28][N:27]([C:30]([O:32][C:33]([CH3:34])([CH3:36])[CH3:35])=[O:31])[CH2:26][CH2:25]3)[CH:11]=2)[CH2:6]1)(=[O:4])=[O:3]. The catalyst class is: 10.